From a dataset of NCI-60 drug combinations with 297,098 pairs across 59 cell lines. Regression. Given two drug SMILES strings and cell line genomic features, predict the synergy score measuring deviation from expected non-interaction effect. (1) Drug 1: CC=C1C(=O)NC(C(=O)OC2CC(=O)NC(C(=O)NC(CSSCCC=C2)C(=O)N1)C(C)C)C(C)C. Drug 2: CN1C2=C(C=C(C=C2)N(CCCl)CCCl)N=C1CCCC(=O)O.Cl. Cell line: SNB-19. Synergy scores: CSS=8.74, Synergy_ZIP=0.472, Synergy_Bliss=1.67, Synergy_Loewe=-54.4, Synergy_HSA=-0.228. (2) Drug 1: CCC1(CC2CC(C3=C(CCN(C2)C1)C4=CC=CC=C4N3)(C5=C(C=C6C(=C5)C78CCN9C7C(C=CC9)(C(C(C8N6C)(C(=O)OC)O)OC(=O)C)CC)OC)C(=O)OC)O.OS(=O)(=O)O. Drug 2: C1=NNC2=C1C(=O)NC=N2. Cell line: EKVX. Synergy scores: CSS=-4.16, Synergy_ZIP=0.933, Synergy_Bliss=-1.35, Synergy_Loewe=-3.36, Synergy_HSA=-3.65. (3) Drug 1: COC1=C(C=C2C(=C1)N=CN=C2NC3=CC(=C(C=C3)F)Cl)OCCCN4CCOCC4. Drug 2: CC1=C2C(C(=O)C3(C(CC4C(C3C(C(C2(C)C)(CC1OC(=O)C(C(C5=CC=CC=C5)NC(=O)C6=CC=CC=C6)O)O)OC(=O)C7=CC=CC=C7)(CO4)OC(=O)C)O)C)OC(=O)C. Cell line: K-562. Synergy scores: CSS=38.8, Synergy_ZIP=3.41, Synergy_Bliss=4.94, Synergy_Loewe=-13.2, Synergy_HSA=3.27. (4) Drug 1: C1=CC(=CC=C1CCC2=CNC3=C2C(=O)NC(=N3)N)C(=O)NC(CCC(=O)O)C(=O)O. Drug 2: CCC1(C2=C(COC1=O)C(=O)N3CC4=CC5=C(C=CC(=C5CN(C)C)O)N=C4C3=C2)O.Cl. Cell line: HT29. Synergy scores: CSS=42.9, Synergy_ZIP=-3.03, Synergy_Bliss=-0.0397, Synergy_Loewe=2.35, Synergy_HSA=4.29. (5) Drug 1: C1CC(C1)(C(=O)O)C(=O)O.[NH2-].[NH2-].[Pt+2]. Cell line: MDA-MB-231. Drug 2: CC1C(C(CC(O1)OC2CC(CC3=C2C(=C4C(=C3O)C(=O)C5=C(C4=O)C(=CC=C5)OC)O)(C(=O)CO)O)N)O.Cl. Synergy scores: CSS=24.3, Synergy_ZIP=-6.36, Synergy_Bliss=-6.55, Synergy_Loewe=-14.8, Synergy_HSA=-4.24. (6) Drug 1: CC1C(C(CC(O1)OC2CC(CC3=C2C(=C4C(=C3O)C(=O)C5=C(C4=O)C(=CC=C5)OC)O)(C(=O)C)O)N)O.Cl. Drug 2: C1CC(=O)NC(=O)C1N2C(=O)C3=CC=CC=C3C2=O. Cell line: SF-539. Synergy scores: CSS=15.9, Synergy_ZIP=7.68, Synergy_Bliss=9.76, Synergy_Loewe=-29.5, Synergy_HSA=5.91. (7) Drug 2: CN(CC1=CN=C2C(=N1)C(=NC(=N2)N)N)C3=CC=C(C=C3)C(=O)NC(CCC(=O)O)C(=O)O. Cell line: A549. Drug 1: C1CCN(CC1)CCOC2=CC=C(C=C2)C(=O)C3=C(SC4=C3C=CC(=C4)O)C5=CC=C(C=C5)O. Synergy scores: CSS=47.9, Synergy_ZIP=5.21, Synergy_Bliss=3.89, Synergy_Loewe=-5.05, Synergy_HSA=1.55.